Task: Predict which catalyst facilitates the given reaction.. Dataset: Catalyst prediction with 721,799 reactions and 888 catalyst types from USPTO (1) Reactant: [C:1]([O:5][C:6]([N:8]1[CH2:13][CH2:12][N:11]([C:14](=[S:16])[NH2:15])[CH2:10][CH2:9]1)=[O:7])([CH3:4])([CH3:3])[CH3:2].[F:17][C:18]([F:24])([F:23])[C:19]([CH2:21]Br)=O.C(N(CC)CC)C. Product: [C:1]([O:5][C:6]([N:8]1[CH2:9][CH2:10][N:11]([C:14]2[S:16][CH:21]=[C:19]([C:18]([F:24])([F:23])[F:17])[N:15]=2)[CH2:12][CH2:13]1)=[O:7])([CH3:4])([CH3:2])[CH3:3]. The catalyst class is: 113. (2) Reactant: C([O:3][C:4]([C:6]1[NH:7][C:8]2[C:13]([C:14]=1[C:15]1[CH:20]=[CH:19][C:18]([O:21][CH3:22])=[CH:17][CH:16]=1)=[CH:12][C:11]([NH:23][S:24]([C:27]1[CH:32]=[CH:31][C:30]([C:33]([CH3:36])([CH3:35])[CH3:34])=[CH:29][CH:28]=1)(=[O:26])=[O:25])=[CH:10][CH:9]=2)=[O:5])C.[OH-].[Na+]. Product: [C:33]([C:30]1[CH:31]=[CH:32][C:27]([S:24]([NH:23][C:11]2[CH:12]=[C:13]3[C:8](=[CH:9][CH:10]=2)[NH:7][C:6]([C:4]([OH:5])=[O:3])=[C:14]3[C:15]2[CH:16]=[CH:17][C:18]([O:21][CH3:22])=[CH:19][CH:20]=2)(=[O:26])=[O:25])=[CH:28][CH:29]=1)([CH3:36])([CH3:34])[CH3:35]. The catalyst class is: 40. (3) Reactant: [NH:1]1[CH2:6][CH:5]=[C:4]([C:7]2[CH:19]=[CH:18][C:10]([CH2:11][C@@H:12]([C:14]([O:16][CH3:17])=[O:15])[NH2:13])=[CH:9][CH:8]=2)[CH2:3][CH2:2]1.C(=O)([O-])[O-].[F:24][C:25]1[CH:32]=[CH:31][C:28]([CH2:29]Br)=[CH:27][CH:26]=1.N1CCNCC1. Product: [F:24][C:25]1[CH:32]=[CH:31][C:28]([CH2:29][N:1]2[CH2:2][CH:3]=[C:4]([C:7]3[CH:19]=[CH:18][C:10]([CH2:11][C@@H:12]([C:14]([O:16][CH3:17])=[O:15])[NH2:13])=[CH:9][CH:8]=3)[CH2:5][CH2:6]2)=[CH:27][CH:26]=1. The catalyst class is: 3. (4) Reactant: [Cl:1][C:2]1[N:10]=[C:9]2[C:5]([N:6]=[CH:7][N:8]2[CH:11]2[CH2:16][CH2:15][N:14]([C:17]([O:19][C:20]([CH3:23])([CH3:22])[CH3:21])=[O:18])[CH2:13][CH2:12]2)=[C:4](Cl)[N:3]=1.[NH:25]1[CH2:30][CH2:29][O:28][CH2:27][CH2:26]1. Product: [Cl:1][C:2]1[N:10]=[C:9]2[C:5]([N:6]=[CH:7][N:8]2[CH:11]2[CH2:16][CH2:15][N:14]([C:17]([O:19][C:20]([CH3:23])([CH3:22])[CH3:21])=[O:18])[CH2:13][CH2:12]2)=[C:4]([N:25]2[CH2:30][CH2:29][O:28][CH2:27][CH2:26]2)[N:3]=1. The catalyst class is: 8. (5) Reactant: [F:1][C:2]1[CH:3]=[C:4]([C:8]2[N:16]3[C:11]([C:12](=[O:17])[CH2:13][CH2:14][CH2:15]3)=[C:10]3[N:18]([CH3:25])[C:19](=[O:24])[N:20]([CH3:23])[C:21](=[O:22])[C:9]=23)[CH:5]=[CH:6][CH:7]=1.[BH4-].[Na+]. Product: [F:1][C:2]1[CH:3]=[C:4]([C:8]2[N:16]3[C:11]([CH:12]([OH:17])[CH2:13][CH2:14][CH2:15]3)=[C:10]3[N:18]([CH3:25])[C:19](=[O:24])[N:20]([CH3:23])[C:21](=[O:22])[C:9]=23)[CH:5]=[CH:6][CH:7]=1. The catalyst class is: 5. (6) Reactant: [F:1][C:2]1[CH:7]=[CH:6][C:5]([C:8]([CH3:15])([CH3:14])[C:9]([O:11]CC)=[O:10])=[CH:4][CH:3]=1.[OH-].[K+]. Product: [F:1][C:2]1[CH:3]=[CH:4][C:5]([C:8]([CH3:15])([CH3:14])[C:9]([OH:11])=[O:10])=[CH:6][CH:7]=1. The catalyst class is: 88. (7) Product: [C:8]([C:4]1[N:5]=[CH:6][N:7]=[C:2]([NH:1][C:12]([NH:19][C:23]2[CH:39]=[CH:38][C:28]([O:29][C:30]3[CH:35]=[CH:34][N:33]=[C:32]([C:36]#[N:37])[CH:31]=3)=[CH:27][C:26]=2[F:40])=[O:13])[CH:3]=1)([CH3:11])([CH3:10])[CH3:9]. The catalyst class is: 839. Reactant: [NH2:1][C:2]1[N:7]=[CH:6][N:5]=[C:4]([C:8]([CH3:11])([CH3:10])[CH3:9])[CH:3]=1.[C:12]([N:19]1[CH:23]=NC=N1)(N1C=NC=N1)=[O:13].NC1[CH:39]=[CH:38][C:28]([O:29][C:30]2[CH:35]=[CH:34][N:33]=[C:32]([C:36]#[N:37])[CH:31]=2)=[CH:27][C:26]=1[F:40].C(Cl)Cl. (8) Reactant: [N:1]1([C:7]2[N:12]3[N:13]=[C:14]([NH2:16])[N:15]=[C:11]3[CH:10]=[CH:9][CH:8]=2)[CH2:6][CH2:5][O:4][CH2:3][CH2:2]1.Br[C:18]1[CH:23]=[CH:22][C:21]([N:24]2[CH:28]=[C:27]([CH3:29])[N:26]=[CH:25]2)=[C:20]([O:30][CH3:31])[CH:19]=1.C(Cl)Cl. Product: [CH3:31][O:30][C:20]1[CH:19]=[C:18]([NH:16][C:14]2[N:15]=[C:11]3[CH:10]=[CH:9][CH:8]=[C:7]([N:1]4[CH2:6][CH2:5][O:4][CH2:3][CH2:2]4)[N:12]3[N:13]=2)[CH:23]=[CH:22][C:21]=1[N:24]1[CH:28]=[C:27]([CH3:29])[N:26]=[CH:25]1. The catalyst class is: 61.